From a dataset of Reaction yield outcomes from USPTO patents with 853,638 reactions. Predict the reaction yield, written as a fraction of the theoretical maximum amount of product (1.0 means a 100% yield; for example, 0.34 means a 34% yield). (1) The reactants are [N:1]1[O:2][N:3]=[C:4]2[C:8](=[O:9])[O:7][CH2:6][C:5]=12.CN(C)C(=O)C.[Cl:16][C:17]1[CH:18]=[C:19]([CH:21]=[CH:22][C:23]=1[F:24])[NH2:20]. The catalyst is CCO. The product is [Cl:16][C:17]1[CH:18]=[C:19]([NH:20][C:8]([C:4]2[C:5]([CH2:6][OH:7])=[N:1][O:2][N:3]=2)=[O:9])[CH:21]=[CH:22][C:23]=1[F:24]. The yield is 0.740. (2) The reactants are [CH3:1][O:2][C:3]1[CH:4]=[CH:5][CH:6]=[C:7]2[C:11]=1[CH:10]([NH:12][C:13]1[O:14][CH2:15][C:16]3[CH:22]=[C:21]([NH2:23])[CH:20]=[CH:19][C:17]=3[N:18]=1)[CH2:9][CH2:8]2.[N:24]1([S:30](Cl)(=[O:32])=[O:31])[CH2:29][CH2:28][CH2:27][CH2:26][CH2:25]1. No catalyst specified. The product is [CH3:1][O:2][C:3]1[CH:4]=[CH:5][CH:6]=[C:7]2[C:11]=1[CH:10]([NH:12][C:13]1[O:14][CH2:15][C:16]3[CH:22]=[C:21]([NH:23][S:30]([N:24]4[CH2:29][CH2:28][CH2:27][CH2:26][CH2:25]4)(=[O:32])=[O:31])[CH:20]=[CH:19][C:17]=3[N:18]=1)[CH2:9][CH2:8]2. The yield is 0.750.